From a dataset of Full USPTO retrosynthesis dataset with 1.9M reactions from patents (1976-2016). Predict the reactants needed to synthesize the given product. (1) Given the product [NH2:1][C:2]1[C:12]([NH2:13])=[CH:11][C:5]([C:6]([O:8][CH2:9][CH3:10])=[O:7])=[C:4]([O:16][CH3:17])[CH:3]=1, predict the reactants needed to synthesize it. The reactants are: [NH2:1][C:2]1[C:12]([N+:13]([O-])=O)=[CH:11][C:5]([C:6]([O:8][CH2:9][CH3:10])=[O:7])=[C:4]([O:16][CH3:17])[CH:3]=1. (2) Given the product [ClH:1].[Cl:1][C:2]1[C:3]([F:11])=[C:4]([CH2:8][CH2:9][NH2:10])[CH:5]=[CH:6][CH:7]=1, predict the reactants needed to synthesize it. The reactants are: [Cl:1][C:2]1[C:3]([F:11])=[C:4]([CH2:8][C:9]#[N:10])[CH:5]=[CH:6][CH:7]=1.CO. (3) Given the product [C:15]([O:14][C:12]([N:9]1[CH2:10][CH2:11][CH:6]([CH2:4][OH:3])[CH:7]([OH:19])[CH2:8]1)=[O:13])([CH3:18])([CH3:16])[CH3:17], predict the reactants needed to synthesize it. The reactants are: C([O:3][C:4]([CH:6]1[CH2:11][CH2:10][N:9]([C:12]([O:14][C:15]([CH3:18])([CH3:17])[CH3:16])=[O:13])[CH2:8][C:7]1=[O:19])=O)C.[BH4-].[Na+]. (4) The reactants are: [H-].[Al+3].[Li+].[H-].[H-].[H-].[CH3:7][O:8][C:9]1[C:10]2([C:30](OCC)=[O:31])[O:26][C:24]3=[C:25]4[C:11]52[C:16](=[CH:17][CH:18]=1)[CH:15]([CH2:19][C:20]4=[CH:21][CH:22]=[C:23]3[O:27][CH3:28])[N:14]([CH3:29])[CH2:13][CH2:12]5. Given the product [CH3:7][O:8][C:9]1[C:10]2([CH2:30][OH:31])[O:26][C:24]3=[C:25]4[C:11]52[C:16](=[CH:17][CH:18]=1)[CH:15]([CH2:19][C:20]4=[CH:21][CH:22]=[C:23]3[O:27][CH3:28])[N:14]([CH3:29])[CH2:13][CH2:12]5, predict the reactants needed to synthesize it. (5) Given the product [CH2:9]([O:11][C:12](=[O:23])[C:13]([C:15]1[CH:20]=[CH:19][CH:18]=[C:17]([O:21][CH3:22])[CH:16]=1)([CH3:1])[CH3:14])[CH3:10], predict the reactants needed to synthesize it. The reactants are: [CH:1](NC(C)C)(C)C.[Li].[CH2:9]([O:11][C:12](=[O:23])[CH:13]([C:15]1[CH:20]=[CH:19][CH:18]=[C:17]([O:21][CH3:22])[CH:16]=1)[CH3:14])[CH3:10].IC.Cl. (6) Given the product [Si:2]([O:9][CH2:10][CH2:11][N:12]([C:26]1[CH:27]=[CH:28][CH:29]=[C:30]2[C:35]=1[N:34]=[CH:33][CH:32]=[CH:31]2)[C:13](=[O:25])[CH2:14][C:15]1[CH:16]=[CH:17][C:18]([C:19]([NH:37][OH:1])=[O:21])=[CH:23][CH:24]=1)([C:5]([CH3:7])([CH3:6])[CH3:8])([CH3:4])[CH3:3], predict the reactants needed to synthesize it. The reactants are: [OH2:1].[Si:2]([O:9][CH2:10][CH2:11][N:12]([C:26]1[CH:27]=[CH:28][CH:29]=[C:30]2[C:35]=1[N:34]=[CH:33][CH:32]=[CH:31]2)[C:13](=[O:25])[CH2:14][C:15]1[CH:24]=[CH:23][C:18]([C:19]([O:21]C)=O)=[CH:17][CH:16]=1)([C:5]([CH3:8])([CH3:7])[CH3:6])([CH3:4])[CH3:3].[C-]#[N:37].[K+].[NH4+].[Cl-].Cl. (7) Given the product [C:16]([O:15][C:13]([NH:2][C@H:3]1[CH2:8][CH2:7][C@H:6]([C:9]([O:11][CH2:27][CH3:28])=[O:10])[CH2:5][CH2:4]1)=[O:12])([CH3:19])([CH3:18])[CH3:17], predict the reactants needed to synthesize it. The reactants are: Cl.[NH2:2][C@H:3]1[CH2:8][CH2:7][C@H:6]([C:9]([OH:11])=[O:10])[CH2:5][CH2:4]1.[O:12](C(OC(C)(C)C)=O)[C:13]([O:15][C:16]([CH3:19])([CH3:18])[CH3:17])=O.[CH3:27][CH2:28]O.